From a dataset of Catalyst prediction with 721,799 reactions and 888 catalyst types from USPTO. Predict which catalyst facilitates the given reaction. (1) Reactant: O=[C:2]1[CH2:7][CH2:6][CH2:5][N:4]([C:8]([O:10][C:11]([CH3:14])([CH3:13])[CH3:12])=[O:9])[CH2:3]1.C[Si]([N-][Si](C)(C)C)(C)C.[Li+].FC(F)(F)S(N(C1C=CC(Cl)=CN=1)S(C(F)(F)F)(=O)=O)(=O)=O.[CH2:47]([O:49][C:50]([C:52]1[CH:57]=[CH:56][C:55](B(O)O)=[CH:54][CH:53]=1)=[O:51])[CH3:48].C(=O)([O-])[O-].[Na+].[Na+]. Product: [C:11]([O:10][C:8]([N:4]1[CH2:3][C:2]([C:55]2[CH:56]=[CH:57][C:52]([C:50]([O:49][CH2:47][CH3:48])=[O:51])=[CH:53][CH:54]=2)=[CH:7][CH2:6][CH2:5]1)=[O:9])([CH3:14])([CH3:13])[CH3:12]. The catalyst class is: 577. (2) The catalyst class is: 5. Product: [CH2:32]1[C:31]2([CH2:35][N:29]([CH:26]3[CH2:27][CH2:28][CH:23]([O:22][C:13]4[N:14]=[CH:15][N:16]=[C:17]5[C:12]=4[C:11]4[C@@H:10]([CH2:9][OH:8])[CH2:21][CH2:20][C:19]=4[S:18]5)[CH2:24][CH2:25]3)[CH2:30]2)[CH2:34][O:33]1. Reactant: [Si]([O:8][CH2:9][C@H:10]1[CH2:21][CH2:20][C:19]2[S:18][C:17]3[C:12](=[C:13]([O:22][CH:23]4[CH2:28][CH2:27][CH:26]([N:29]5[CH2:35][C:31]6([CH2:34][O:33][CH2:32]6)[CH2:30]5)[CH2:25][CH2:24]4)[N:14]=[CH:15][N:16]=3)[C:11]1=2)(C(C)(C)C)(C)C.Cl. (3) Reactant: O1CCCC1.[S:6]([CH2:9][CH2:10][CH2:11][CH2:12][CH2:13][CH2:14][O:15][C:16]1[CH:21]=[C:20]([S:22][CH2:23][C:24]([F:27])([F:26])[F:25])[C:19]([CH3:28])=[CH:18][C:17]=1[CH3:29])C#N.[F:30][C:31]([Si](C)(C)C)([F:33])[F:32].[F-].C([N+](CCCC)(CCCC)CCCC)CCC. Product: [F:30][C:31]([F:33])([F:32])[S:6][CH2:9][CH2:10][CH2:11][CH2:12][CH2:13][CH2:14][O:15][C:16]1[CH:21]=[C:20]([S:22][CH2:23][C:24]([F:27])([F:25])[F:26])[C:19]([CH3:28])=[CH:18][C:17]=1[CH3:29]. The catalyst class is: 175. (4) Reactant: C([N-]C(C)C)(C)C.[Li+].[CH3:9][C:10]1[S:14][CH:13]=[N:12][CH:11]=1.[CH3:15][C:16]([S:19]([N:21]=[C:22]1[CH2:27][CH2:26][O:25][CH2:24][CH2:23]1)=[O:20])([CH3:18])[CH3:17].C[Al](C)C.CCCCCCC. Product: [CH3:18][C:16]([S:19]([NH:21][C:22]1([C:13]2[S:14][C:10]([CH3:9])=[CH:11][N:12]=2)[CH2:23][CH2:24][O:25][CH2:26][CH2:27]1)=[O:20])([CH3:15])[CH3:17]. The catalyst class is: 182. (5) Reactant: [F:1][C:2]1[CH:26]=[C:25]([S:27]([CH3:30])(=[O:29])=[O:28])[CH:24]=[CH:23][C:3]=1[CH2:4][O:5][CH2:6][C@@H:7]1[CH2:9][C@@H:8]1[CH:10]1[CH2:15][CH2:14][N:13](C(OC(C)(C)C)=O)[CH2:12][CH2:11]1.[ClH:31].O1CCOCC1. Product: [ClH:31].[F:1][C:2]1[CH:26]=[C:25]([S:27]([CH3:30])(=[O:29])=[O:28])[CH:24]=[CH:23][C:3]=1[CH2:4][O:5][CH2:6][C@@H:7]1[CH2:9][C@@H:8]1[CH:10]1[CH2:11][CH2:12][NH:13][CH2:14][CH2:15]1. The catalyst class is: 2. (6) Reactant: [CH2:1]([NH2:5])[CH:2]([NH2:4])[CH3:3].O.[C:7]1([C:13]([CH:15]=O)=O)[CH:12]=[CH:11][CH:10]=[CH:9][CH:8]=1.[OH-].[K+]. Product: [CH3:3][C:2]1[CH:1]=[N:5][C:13]([C:7]2[CH:12]=[CH:11][CH:10]=[CH:9][CH:8]=2)=[CH:15][N:4]=1. The catalyst class is: 8. (7) Reactant: Cl[C:2]1[CH:7]=[C:6]([C:8]2[C:13]([CH3:14])=[CH:12][CH:11]=[CH:10][N:9]=2)[C:5]([Cl:15])=[CH:4][N:3]=1.[CH:16]1([NH:19][C:20]2[N:21]=[CH:22][C:23]3[CH2:29][NH:28][CH2:27][CH2:26][C:24]=3[N:25]=2)[CH2:18][CH2:17]1.CCOC(C)=O.O. Product: [Cl:15][C:5]1[C:6]([C:8]2[C:13]([CH3:14])=[CH:12][CH:11]=[CH:10][N:9]=2)=[CH:7][C:2]([N:28]2[CH2:27][CH2:26][C:24]3[N:25]=[C:20]([NH:19][CH:16]4[CH2:17][CH2:18]4)[N:21]=[CH:22][C:23]=3[CH2:29]2)=[N:3][CH:4]=1. The catalyst class is: 16. (8) Reactant: [Cl:1][C:2]1[CH:32]=[CH:31][C:5]2[N:6]([CH2:22][C:23]3[CH:28]=[CH:27][C:26]([O:29][CH3:30])=[CH:25][CH:24]=3)[C:7](=[O:21])[CH:8]([CH2:12][CH2:13][C:14]3[CH:19]=[CH:18][CH:17]=[CH:16][C:15]=3[Cl:20])[NH:9][C:10](=O)[C:4]=2[CH:3]=1.CN(C)C1C=CC=CC=1.P(Cl)(Cl)([Cl:44])=O. Product: [Cl:44][C:10]1[C:4]2[CH:3]=[C:2]([Cl:1])[CH:32]=[CH:31][C:5]=2[N:6]([CH2:22][C:23]2[CH:24]=[CH:25][C:26]([O:29][CH3:30])=[CH:27][CH:28]=2)[C:7](=[O:21])[CH:8]([CH2:12][CH2:13][C:14]2[CH:19]=[CH:18][CH:17]=[CH:16][C:15]=2[Cl:20])[N:9]=1. The catalyst class is: 11.